From a dataset of Peptide-MHC class II binding affinity with 134,281 pairs from IEDB. Regression. Given a peptide amino acid sequence and an MHC pseudo amino acid sequence, predict their binding affinity value. This is MHC class II binding data. (1) The peptide sequence is AVTYYKEADYSQIPI. The MHC is DRB1_0401 with pseudo-sequence DRB1_0401. The binding affinity (normalized) is 0.582. (2) The peptide sequence is FVAGAKYMVIQGEPG. The MHC is DRB1_0901 with pseudo-sequence DRB1_0901. The binding affinity (normalized) is 0.555. (3) The peptide sequence is HGVAKNPVVDGNPTV. The MHC is DRB3_0301 with pseudo-sequence DRB3_0301. The binding affinity (normalized) is 0.703. (4) The peptide sequence is LQLIQLINVDEVNQIVTTN. The MHC is DRB5_0101 with pseudo-sequence DRB5_0101. The binding affinity (normalized) is 0.303. (5) The peptide sequence is KFTYLINYIQDEINT. The MHC is DRB1_1501 with pseudo-sequence DRB1_1501. The binding affinity (normalized) is 0.974. (6) The binding affinity (normalized) is 0.133. The MHC is DRB1_0405 with pseudo-sequence DRB1_0405. The peptide sequence is KEVEEAWASACGGTG. (7) The peptide sequence is ETALKKAITAMSEAQKAAKP. The MHC is DRB1_0901 with pseudo-sequence DRB1_0901. The binding affinity (normalized) is 0.552.